From a dataset of Peptide-MHC class II binding affinity with 134,281 pairs from IEDB. Regression. Given a peptide amino acid sequence and an MHC pseudo amino acid sequence, predict their binding affinity value. This is MHC class II binding data. (1) The peptide sequence is AAPAAGYTPATPAAP. The MHC is HLA-DQA10501-DQB10301 with pseudo-sequence HLA-DQA10501-DQB10301. The binding affinity (normalized) is 0.894. (2) The peptide sequence is SLMYFHKRDMRLLSL. The MHC is DRB3_0301 with pseudo-sequence DRB3_0301. The binding affinity (normalized) is 0.695. (3) The peptide sequence is QKLMEDINVGFKAAV. The MHC is DRB5_0101 with pseudo-sequence DRB5_0101. The binding affinity (normalized) is 0.415. (4) The peptide sequence is SMHLMLANAGRSSGS. The MHC is DRB1_0405 with pseudo-sequence DRB1_0405. The binding affinity (normalized) is 0.595. (5) The peptide sequence is PRCWLIRNGSYLNTS. The MHC is DRB1_1501 with pseudo-sequence DRB1_1501. The binding affinity (normalized) is 0.585. (6) The MHC is HLA-DPA10201-DPB10101 with pseudo-sequence HLA-DPA10201-DPB10101. The peptide sequence is IVQINGRHFDLRAQG. The binding affinity (normalized) is 0.411. (7) The peptide sequence is PEEFAVVDLSKMRAV. The MHC is DRB1_0405 with pseudo-sequence DRB1_0405. The binding affinity (normalized) is 0.413.